From a dataset of Full USPTO retrosynthesis dataset with 1.9M reactions from patents (1976-2016). Predict the reactants needed to synthesize the given product. (1) Given the product [Cl:1][C:2]1[C:7]([CH:8]=[O:9])=[CH:6][CH:5]=[C:4]([Cl:10])[N:3]=1, predict the reactants needed to synthesize it. The reactants are: [Cl:1][C:2]1[C:7]([CH2:8][OH:9])=[CH:6][CH:5]=[C:4]([Cl:10])[N:3]=1.C1C=CC(N=NC2C=CC(N)=NC=2N)=CC=1.Cl.[Cr](Cl)([O-])(=O)=O.C(OCC)C. (2) Given the product [CH:10]1[C:11]2[C:6](=[CH:5][CH:4]=[CH:3][CH:2]=2)[CH:7]=[CH:8][CH:9]=1, predict the reactants needed to synthesize it. The reactants are: O[C:2]1[C:11]2[C:6](=[CH:7][C:8](O)=[CH:9][CH:10]=2)[CH:5]=[CH:4][CH:3]=1. (3) Given the product [Cl:1][C:2]1[N:10]=[CH:9][CH:8]=[CH:7][C:3]=1[C:4]([NH:22][C:23]1[CH:24]=[CH:25][C:26]([CH2:29][CH2:30][C:31]([O:33][CH2:34][CH3:35])=[O:32])=[CH:27][CH:28]=1)=[O:6], predict the reactants needed to synthesize it. The reactants are: [Cl:1][C:2]1[N:10]=[CH:9][CH:8]=[CH:7][C:3]=1[C:4]([OH:6])=O.C(Cl)(=O)C(Cl)=O.CN(C)C=O.[NH2:22][C:23]1[CH:28]=[CH:27][C:26]([CH2:29][CH2:30][C:31]([O:33][CH2:34][CH3:35])=[O:32])=[CH:25][CH:24]=1. (4) Given the product [ClH:22].[F:21][C:18]([F:19])([F:20])[C:13]1[CH:12]=[CH:11][C:10]2[CH2:9][NH:8][CH2:17][CH2:16][C:15]=2[N:14]=1, predict the reactants needed to synthesize it. The reactants are: C([N:8]1[CH2:17][CH2:16][C:15]2[N:14]=[C:13]([C:18]([F:21])([F:20])[F:19])[CH:12]=[CH:11][C:10]=2[CH2:9]1)C1C=CC=CC=1.[Cl:22]C(OC(Cl)C)=O. (5) Given the product [F:27][C:26]([F:29])([F:28])[C:24]([OH:30])=[O:25].[CH3:1][O:2][C:3](=[O:23])[C@@H:4]([NH2:15])[CH2:5][NH:6][C:7]([C:9]1[S:10][C:11]([Cl:14])=[CH:12][CH:13]=1)=[O:8], predict the reactants needed to synthesize it. The reactants are: [CH3:1][O:2][C:3](=[O:23])[C@@H:4]([NH:15]C(OC(C)(C)C)=O)[CH2:5][NH:6][C:7]([C:9]1[S:10][C:11]([Cl:14])=[CH:12][CH:13]=1)=[O:8].[C:24]([OH:30])([C:26]([F:29])([F:28])[F:27])=[O:25]. (6) The reactants are: [Br:1][C:2]1[CH:7]=[CH:6][C:5]([S:8]([N:11]2[CH2:16][CH2:15][C:14]([CH2:18][NH:19][CH2:20][CH3:21])([OH:17])[CH2:13][CH2:12]2)(=[O:10])=[O:9])=[CH:4][CH:3]=1.C(N(CC)CC)C.[Cl:29][CH2:30][C:31](Cl)=[O:32]. Given the product [Br:1][C:2]1[CH:7]=[CH:6][C:5]([S:8]([N:11]2[CH2:12][CH2:13][C:14]([CH2:18][N:19]([CH2:20][CH3:21])[C:31](=[O:32])[CH2:30][Cl:29])([OH:17])[CH2:15][CH2:16]2)(=[O:9])=[O:10])=[CH:4][CH:3]=1, predict the reactants needed to synthesize it.